Task: Predict the reactants needed to synthesize the given product.. Dataset: Full USPTO retrosynthesis dataset with 1.9M reactions from patents (1976-2016) Given the product [Cl:19][C:15]1[N:14]=[C:13]2[C:12]([C:10](=[O:11])[CH:9]=[C:8]([NH:21][CH:22]([CH3:24])[CH3:23])[N:1]2[C:2]2[CH:7]=[CH:6][CH:5]=[CH:4][CH:3]=2)=[CH:17][C:16]=1[F:18], predict the reactants needed to synthesize it. The reactants are: [NH:1](/[C:8](/[NH:21][CH:22]([CH3:24])[CH3:23])=[CH:9]\[C:10]([C:12]1[C:13](Cl)=[N:14][C:15]([Cl:19])=[C:16]([F:18])[CH:17]=1)=[O:11])[C:2]1[CH:7]=[CH:6][CH:5]=[CH:4][CH:3]=1.[H-].[Na+].